This data is from Full USPTO retrosynthesis dataset with 1.9M reactions from patents (1976-2016). The task is: Predict the reactants needed to synthesize the given product. (1) Given the product [Cl:1][C:2]1[CH:3]=[N:4][C:5]2[N:6]([N:8]=[C:9]([C:11]([N:20]3[CH2:19][CH2:18][N:17]4[CH:21]=[C:22]([C:24]5[N:25]=[N:26][NH:27][N:28]=5)[CH:23]=[C:16]4[CH:15]3[CH3:14])=[O:13])[CH:10]=2)[CH:7]=1, predict the reactants needed to synthesize it. The reactants are: [Cl:1][C:2]1[CH:3]=[N:4][C:5]2[N:6]([N:8]=[C:9]([C:11]([OH:13])=O)[CH:10]=2)[CH:7]=1.[CH3:14][CH:15]1[NH:20][CH2:19][CH2:18][N:17]2[CH:21]=[C:22]([C:24]3[N:25]=[N:26][NH:27][N:28]=3)[CH:23]=[C:16]12. (2) Given the product [C:1]([OH:14])(=[O:13])[CH2:2][CH2:3][CH2:4][CH2:5][CH2:6][CH2:7][CH2:8][CH2:9][CH2:10][CH2:11][CH2:12][CH2:16][CH2:17][CH2:19][CH3:21].[O:15]=[CH:16][C@@H:17]([C@H:19]([C@@H:21]([CH2:23][OH:24])[OH:22])[OH:20])[OH:18], predict the reactants needed to synthesize it. The reactants are: [C:1]([OH:14])(=[O:13])[CH2:2][CH2:3][CH2:4][CH2:5][CH2:6][CH2:7][CH2:8][CH2:9][CH2:10][CH2:11][CH3:12].[O:15]=[CH:16][C@@H:17]([C@H:19]([C@@H:21]([CH2:23][OH:24])[OH:22])[OH:20])[OH:18].C(Cl)(=O)CCCCCCCCCCCCCCC. (3) Given the product [NH2:24][CH2:23][C:13]1[C:14]([CH2:19][CH:20]([CH3:22])[CH3:21])=[N:15][C:16]2[C:11]([C:12]=1[C:32]1[CH:33]=[CH:34][C:35]([CH3:38])=[CH:36][CH:37]=1)=[CH:10][C:9]([C:7]1[O:8][C:4]([C:2]([NH2:1])=[O:3])=[CH:5][CH:6]=1)=[CH:18][CH:17]=2, predict the reactants needed to synthesize it. The reactants are: [NH2:1][C:2]([C:4]1[O:8][C:7]([C:9]2[CH:10]=[C:11]3[C:16](=[CH:17][CH:18]=2)[N:15]=[C:14]([CH2:19][CH:20]([CH3:22])[CH3:21])[C:13]([CH2:23][NH:24]C(=O)OC(C)(C)C)=[C:12]3[C:32]2[CH:37]=[CH:36][C:35]([CH3:38])=[CH:34][CH:33]=2)=[CH:6][CH:5]=1)=[O:3].Cl. (4) Given the product [N:1]1([NH:7][C:8]([C:10]2[CH:30]=[CH:29][C:13]3[O:14][C:15]4[CH:28]=[CH:27][CH:26]=[CH:25][C:16]=4[C:17]([C:19]4[CH:24]=[CH:23][C:22]([Cl:49])=[CH:21][CH:20]=4)=[N:18][C:12]=3[CH:11]=2)=[O:9])[CH2:6][CH2:5][CH2:4][CH2:3][CH2:2]1, predict the reactants needed to synthesize it. The reactants are: [N:1]1([NH:7][C:8]([C:10]2[CH:30]=[CH:29][C:13]3[O:14][C:15]4[CH:28]=[CH:27][CH:26]=[CH:25][C:16]=4[C:17]([CH:19]4[CH2:24][CH2:23][CH2:22][CH2:21][CH2:20]4)=[N:18][C:12]=3[CH:11]=2)=[O:9])[CH2:6][CH2:5][CH2:4][CH2:3][CH2:2]1.N1(NC(C2C=CC3OC4C=CC=CC=4C([Cl:49])=NC=3C=2)=O)CCCCC1.ClC1C=CC([Mg]Br)=CC=1.CN1C(=O)CCC1. (5) Given the product [C:27]([CH:28]=[CH:29][C:30]1[CH:35]=[CH:34][C:33]([N:10]2[C:6]([C:4]([OH:3])=[O:5])=[CH:7][C:8]3[S:13][C:12]([C:14]4[CH:19]=[CH:18][C:17]([O:20][CH:21]([CH3:22])[CH3:23])=[CH:16][CH:15]=4)=[CH:11][C:9]2=3)=[CH:32][CH:31]=1)([OH:37])=[O:26], predict the reactants needed to synthesize it. The reactants are: C([O:3][C:4]([C:6]1[NH:10][C:9]2[CH:11]=[C:12]([C:14]3[CH:19]=[CH:18][C:17]([O:20][CH:21]([CH3:23])[CH3:22])=[CH:16][CH:15]=3)[S:13][C:8]=2[CH:7]=1)=[O:5])C.C([O:26][C:27](=[O:37])[CH:28]=[CH:29][C:30]1[CH:35]=[CH:34][C:33](Br)=[CH:32][CH:31]=1)C. (6) The reactants are: [NH2:1][CH2:2][CH2:3][O:4][C@@H:5]([C:19]1[CH:24]=[CH:23][CH:22]=[C:21]([Cl:25])[CH:20]=1)[C@@H:6]1[CH2:11][CH2:10][CH2:9][N:8]([C:12]([O:14][C:15]([CH3:18])([CH3:17])[CH3:16])=[O:13])[CH2:7]1.CCN(CC)CC.Cl[C:34]([O:36][CH3:37])=[O:35].O. Given the product [Cl:25][C:21]1[CH:20]=[C:19]([C@H:5]([O:4][CH2:3][CH2:2][NH:1][C:34]([O:36][CH3:37])=[O:35])[C@@H:6]2[CH2:11][CH2:10][CH2:9][N:8]([C:12]([O:14][C:15]([CH3:18])([CH3:16])[CH3:17])=[O:13])[CH2:7]2)[CH:24]=[CH:23][CH:22]=1, predict the reactants needed to synthesize it. (7) Given the product [N:31]1([CH:27]2[CH2:28][CH2:29][CH:24]([C:17]3[C:18]4=[N:19][CH:20]=[CH:21][CH:22]=[C:23]4[NH:15][CH:16]=3)[CH2:25][CH2:26]2)[CH2:35][CH2:34][CH2:33][CH2:32]1, predict the reactants needed to synthesize it. The reactants are: C(O[BH-](OC(=O)C)OC(=O)C)(=O)C.[Na+].[NH:15]1[C:23]2[C:18](=[N:19][CH:20]=[CH:21][CH:22]=2)[C:17]([CH:24]2[CH2:29][CH2:28][C:27](=O)[CH2:26][CH2:25]2)=[CH:16]1.[NH:31]1[CH2:35][CH2:34][CH2:33][CH2:32]1.